Dataset: CYP2D6 inhibition data for predicting drug metabolism from PubChem BioAssay. Task: Regression/Classification. Given a drug SMILES string, predict its absorption, distribution, metabolism, or excretion properties. Task type varies by dataset: regression for continuous measurements (e.g., permeability, clearance, half-life) or binary classification for categorical outcomes (e.g., BBB penetration, CYP inhibition). Dataset: cyp2d6_veith. The compound is CCOC(=O)CSc1n[nH]c(NC(=O)c2cccc(C(F)(F)F)c2)n1. The result is 0 (non-inhibitor).